This data is from Retrosynthesis with 50K atom-mapped reactions and 10 reaction types from USPTO. The task is: Predict the reactants needed to synthesize the given product. (1) Given the product CN1CCN(c2cccc(Nc3nc4c(NCc5ccc(F)cc5)cccn4n3)c2)CC1, predict the reactants needed to synthesize it. The reactants are: CN1CCN(c2cccc(N)c2)CC1.Fc1ccc(CNc2cccn3nc(Cl)nc23)cc1. (2) Given the product CCOC(=O)c1ccc(NCCCc2c(N(C(C)=O)C(C)=O)nc(NC(C)=O)[nH]c2=O)cc1, predict the reactants needed to synthesize it. The reactants are: CC(=O)Nc1nc(N(C(C)=O)C(C)=O)c(CCC=O)c(=O)[nH]1.CCOC(=O)c1ccc(N)cc1. (3) Given the product CCOC(=O)c1cnn(-c2ccc(NS(C)(=O)=O)cc2)c1C(F)(F)F, predict the reactants needed to synthesize it. The reactants are: CCOC(=O)c1cnn(-c2ccc(N)cc2)c1C(F)(F)F.CS(=O)(=O)Cl. (4) Given the product Cc1ncn(Cc2ccc(COc3cccc4c3CN(C3CCC(=O)NC3=O)C4=O)cc2)c1C, predict the reactants needed to synthesize it. The reactants are: Cc1nc[nH]c1C.O=C1CCC(N2Cc3c(OCc4ccc(CBr)cc4)cccc3C2=O)C(=O)N1. (5) Given the product CC(C)(C)C[C@@H]1N[C@@H](C(=O)NCc2ccc(C(=O)O)cn2)[C@H](c2cccc(Cl)c2F)[C@@]1(C#N)c1ccc(Cl)cc1F, predict the reactants needed to synthesize it. The reactants are: CCOC(=O)c1ccc(CNC(=O)[C@@H]2N[C@@H](CC(C)(C)C)[C@](C#N)(c3ccc(Cl)cc3F)[C@H]2c2cccc(Cl)c2F)nc1.